Dataset: Full USPTO retrosynthesis dataset with 1.9M reactions from patents (1976-2016). Task: Predict the reactants needed to synthesize the given product. (1) Given the product [Br:1][C:2]1[CH:18]=[CH:17][CH:16]=[C:15]([Cl:19])[C:3]=1[C:4]([Cl:22])=[N:6][C:7]1[CH:12]=[CH:11][N:10]=[C:9]([Cl:13])[C:8]=1[F:14], predict the reactants needed to synthesize it. The reactants are: [Br:1][C:2]1[CH:18]=[CH:17][CH:16]=[C:15]([Cl:19])[C:3]=1[C:4]([NH:6][C:7]1[CH:12]=[CH:11][N:10]=[C:9]([Cl:13])[C:8]=1[F:14])=O.S(Cl)([Cl:22])=O. (2) Given the product [NH2:38][CH2:42][CH2:41][N:8]1[C:9]2[C:5](=[CH:4][CH:3]=[C:2]([Cl:1])[CH:10]=2)[C:6]([C:11]([N:13]2[CH2:18][CH2:17][CH:16]([N:19]3[C:27]4[C:22](=[CH:23][CH:24]=[CH:25][CH:26]=4)[CH2:21][C:20]3=[O:28])[CH2:15][CH2:14]2)=[O:12])=[CH:7]1, predict the reactants needed to synthesize it. The reactants are: [Cl:1][C:2]1[CH:10]=[C:9]2[C:5]([C:6]([C:11]([N:13]3[CH2:18][CH2:17][CH:16]([N:19]4[C:27]5[C:22](=[CH:23][CH:24]=[CH:25][CH:26]=5)[CH2:21][C:20]4=[O:28])[CH2:15][CH2:14]3)=[O:12])=[CH:7][NH:8]2)=[CH:4][CH:3]=1.[H-].[Na+].C(OC([N:38]1[CH2:42][CH2:41]OS1(=O)=O)=O)(C)(C)C.C(N(CC)CC)C.Cl.O1CCOCC1.